The task is: Predict the product of the given reaction.. This data is from Forward reaction prediction with 1.9M reactions from USPTO patents (1976-2016). Given the reactants [NH:1]1[C:9]2[C:4](=[CH:5][C:6]([C:10]3[N:15]=[C:14]4[N:16]([CH:19]5[CH2:24][CH2:23][C:22](=[O:25])[CH2:21][CH2:20]5)[N:17]=[CH:18][C:13]4=[C:12]([N:26]4[CH2:31][CH2:30][O:29][CH2:28][CH2:27]4)[N:11]=3)=[CH:7][CH:8]=2)[CH:3]=[CH:2]1.NC1C=NC=CC=1.C([BH3-])#N.[Na+], predict the reaction product. The product is: [NH:1]1[C:9]2[C:4](=[CH:5][C:6]([C:10]3[N:15]=[C:14]4[N:16]([CH:19]5[CH2:24][CH2:23][CH:22]([OH:25])[CH2:21][CH2:20]5)[N:17]=[CH:18][C:13]4=[C:12]([N:26]4[CH2:27][CH2:28][O:29][CH2:30][CH2:31]4)[N:11]=3)=[CH:7][CH:8]=2)[CH:3]=[CH:2]1.